Dataset: Forward reaction prediction with 1.9M reactions from USPTO patents (1976-2016). Task: Predict the product of the given reaction. (1) The product is: [CH3:36][C:37]1[N:38]=[C:39]([C:42](=[C:32]2[CH2:33][CH2:34][O:29][CH2:30][CH2:31]2)[C:43]#[N:44])[O:40][CH:41]=1. Given the reactants C1(C2N=C(C3C4CCCCC=4SC=3NC(N3CCC[C@@H]3C(O)=O)=O)ON=2)CC1.[O:29]1[CH2:34][CH2:33][C:32](=O)[CH2:31][CH2:30]1.[CH3:36][C:37]1[N:38]=[C:39]([CH2:42][C:43]#[N:44])[O:40][CH:41]=1, predict the reaction product. (2) Given the reactants [NH4+].[Cl-].[NH2:3][C:4]1[N:9]=[C:8]([O:10][CH:11]2[CH2:16][CH2:15][N:14]([C:17]([O:19][C:20]([CH3:23])([CH3:22])[CH3:21])=[O:18])[CH2:13][CH2:12]2)[CH:7]=[CH:6][C:5]=1[N+:24]([O-])=O.O, predict the reaction product. The product is: [NH2:24][C:5]1[CH:6]=[CH:7][C:8]([O:10][CH:11]2[CH2:16][CH2:15][N:14]([C:17]([O:19][C:20]([CH3:23])([CH3:22])[CH3:21])=[O:18])[CH2:13][CH2:12]2)=[N:9][C:4]=1[NH2:3]. (3) Given the reactants [F:1][C:2]1[CH:10]=[C:9]([C:11]2[CH:16]=[CH:15][C:14]([F:17])=[CH:13][CH:12]=2)[C:8]2[N:7]3[CH2:18][CH2:19][NH:20][C:21](=[O:22])[C:6]3=[CH:5][C:4]=2[CH:3]=1.[H-].[Na+].I[CH3:26], predict the reaction product. The product is: [F:1][C:2]1[CH:10]=[C:9]([C:11]2[CH:16]=[CH:15][C:14]([F:17])=[CH:13][CH:12]=2)[C:8]2[N:7]3[CH2:18][CH2:19][N:20]([CH3:26])[C:21](=[O:22])[C:6]3=[CH:5][C:4]=2[CH:3]=1. (4) Given the reactants [C:1]([C:5]1[CH:6]=[C:7]([NH:11][C:12](=[O:25])[C:13]2[CH:18]=[CH:17][C:16]([N:19]3[CH2:24][CH2:23][NH:22][CH2:21][CH2:20]3)=[N:15][CH:14]=2)[CH:8]=[CH:9][CH:10]=1)([CH3:4])([CH3:3])[CH3:2].Br[C:27]1[CH:32]=[CH:31][C:30]([CH:33]([CH3:37])[C:34]([OH:36])=[O:35])=[CH:29][CH:28]=1.C(C1C=C(NC(C2C=CC(N3CCN(C4C=CC(C(O)=O)=CC=4)CC3)=C(F)C=2)=O)C=CC=1)(C)(C)C, predict the reaction product. The product is: [C:1]([C:5]1[CH:6]=[C:7]([NH:11][C:12]([C:13]2[CH:18]=[CH:17][C:16]([N:19]3[CH2:24][CH2:23][N:22]([C:27]4[CH:32]=[CH:31][C:30]([CH:33]([CH3:37])[C:34]([OH:36])=[O:35])=[CH:29][CH:28]=4)[CH2:21][CH2:20]3)=[N:15][CH:14]=2)=[O:25])[CH:8]=[CH:9][CH:10]=1)([CH3:4])([CH3:2])[CH3:3]. (5) Given the reactants Cl[CH2:2][C:3]1[N:8]=[C:7]([C:9]2[CH:14]=[CH:13][CH:12]=[CH:11][N:10]=2)[CH:6]=[CH:5][CH:4]=1.[CH:15]([PH:18][CH:19]([CH3:21])[CH3:20])([CH3:17])[CH3:16].C(N(CC)CC)C, predict the reaction product. The product is: [CH:15]([P:18]([CH2:2][C:3]1[N:8]=[C:7]([C:9]2[CH:14]=[CH:13][CH:12]=[CH:11][N:10]=2)[CH:6]=[CH:5][CH:4]=1)[CH:19]([CH3:21])[CH3:20])([CH3:17])[CH3:16]. (6) Given the reactants C([O-])(=O)C.[NH4+:5].[CH2:6]([O:13][CH2:14][CH2:15][N:16]1[C:24]2[CH:23]=[C:22]([CH3:25])[N:21]=[C:20](OC3C=CC=CC=3)[C:19]=2[N:18]=[C:17]1[CH2:33][O:34][CH2:35][CH3:36])[C:7]1[CH:12]=[CH:11][CH:10]=[CH:9][CH:8]=1.[OH-].[Na+], predict the reaction product. The product is: [CH2:6]([O:13][CH2:14][CH2:15][N:16]1[C:24]2[CH:23]=[C:22]([CH3:25])[N:21]=[C:20]([NH2:5])[C:19]=2[N:18]=[C:17]1[CH2:33][O:34][CH2:35][CH3:36])[C:7]1[CH:12]=[CH:11][CH:10]=[CH:9][CH:8]=1. (7) Given the reactants [OH:1][CH:2]1[CH2:20][CH:19]2[N:4]([C:5](=[O:39])[CH:6]([NH:31][C:32]([O:34][C:35]([CH3:38])([CH3:37])[CH3:36])=[O:33])[CH2:7][CH2:8][CH2:9][CH2:10][CH2:11][CH:12]=[CH:13][CH:14]3[C:16]([C:22]([NH:24][S:25]([CH:28]4[CH2:30][CH2:29]4)(=[O:27])=[O:26])=[O:23])([NH:17][C:18]2=[O:21])[CH2:15]3)[CH2:3]1.[C:40](Cl)(=[O:47])[C:41]1[CH:46]=[CH:45][CH:44]=[N:43][CH:42]=1, predict the reaction product. The product is: [C:40]([O:1][CH:2]1[CH2:20][CH:19]2[N:4]([C:5](=[O:39])[CH:6]([NH:31][C:32]([O:34][C:35]([CH3:36])([CH3:38])[CH3:37])=[O:33])[CH2:7][CH2:8][CH2:9][CH2:10][CH2:11][CH:12]=[CH:13][CH:14]3[C:16]([C:22]([NH:24][S:25]([CH:28]4[CH2:30][CH2:29]4)(=[O:27])=[O:26])=[O:23])([NH:17][C:18]2=[O:21])[CH2:15]3)[CH2:3]1)(=[O:47])[C:41]1[CH:46]=[CH:45][CH:44]=[N:43][CH:42]=1. (8) Given the reactants [C:1]([C:3]1[C:4]([N:15]2[CH2:20][CH2:19][CH:18]([CH2:21][C:22](O)=[O:23])[CH2:17][CH2:16]2)=[N:5][C:6]([CH3:14])=[C:7]([C:9]([O:11][CH2:12][CH3:13])=[O:10])[CH:8]=1)#[N:2].CCN=C=NCCCN(C)C.C1C=CC2N(O)N=NC=2C=1.[CH2:46]([NH2:53])[C:47]1[CH:52]=[CH:51][CH:50]=[CH:49][CH:48]=1.CCN(C(C)C)C(C)C, predict the reaction product. The product is: [CH2:46]([NH:53][C:22](=[O:23])[CH2:21][CH:18]1[CH2:17][CH2:16][N:15]([C:4]2[C:3]([C:1]#[N:2])=[CH:8][C:7]([C:9]([O:11][CH2:12][CH3:13])=[O:10])=[C:6]([CH3:14])[N:5]=2)[CH2:20][CH2:19]1)[C:47]1[CH:52]=[CH:51][CH:50]=[CH:49][CH:48]=1. (9) Given the reactants [Cl:1]C1C=C(C=C(Cl)C=1)CN1CCN(C(OC(C)(C)C)=O)CC1.[Cl:23][C:24]1[C:25]([F:48])=[C:26]([CH:41]=[C:42]([C:44]([F:47])([F:46])[F:45])[CH:43]=1)[O:27][CH:28]1[CH2:33][CH2:32][N:31](C(OC(C)(C)C)=O)[CH2:30][CH2:29]1, predict the reaction product. The product is: [ClH:1].[Cl:23][C:24]1[C:25]([F:48])=[C:26]([CH:41]=[C:42]([C:44]([F:47])([F:46])[F:45])[CH:43]=1)[O:27][CH:28]1[CH2:29][CH2:30][NH:31][CH2:32][CH2:33]1.